From a dataset of Forward reaction prediction with 1.9M reactions from USPTO patents (1976-2016). Predict the product of the given reaction. (1) Given the reactants [Cl:1][C:2]1[CH:7]=[CH:6][CH:5]=[CH:4][C:3]=1[C:8]1[CH:17]=[C:16]([O:18][CH3:19])[CH:15]=[C:14]2[C:9]=1[CH:10]=[CH:11][C:12](=[O:28])[N:13]2[C:20]1[C:25]([Cl:26])=[CH:24][CH:23]=[CH:22][C:21]=1[Cl:27].[C:42]1(P([C:42]2[CH:47]=[CH:46][CH:45]=[CH:44][CH:43]=2)[C:42]2[CH:47]=[CH:46][CH:45]=[CH:44][CH:43]=2)[CH:47]=[CH:46][CH:45]=[CH:44][CH:43]=1.O[C@@H:49]1C[CH2:52][N:51]([C:54]([O:56][C:57](C)(C)C)=[O:55])[CH2:50]1.CCOC(/N=N/C(OCC)=O)=O, predict the reaction product. The product is: [Cl:1][C:2]1[CH:7]=[CH:6][CH:5]=[CH:4][C:3]=1[C:8]1[CH:17]=[C:16]([O:18][CH:19]2[CH2:49][CH2:50][N:51]([C:54]([O:56][CH2:57][C:42]3[CH:43]=[CH:44][CH:45]=[CH:46][CH:47]=3)=[O:55])[CH2:52]2)[CH:15]=[C:14]2[C:9]=1[CH2:10][CH2:11][C:12](=[O:28])[N:13]2[C:20]1[C:21]([Cl:27])=[CH:22][CH:23]=[CH:24][C:25]=1[Cl:26]. (2) Given the reactants [Br:1][C:2]1[CH:3]=[C:4]2[C:9](=[CH:10][CH:11]=1)[O:8][C:7]([CH2:13][CH2:14][OH:15])([CH3:12])[CH2:6][C:5]2=[O:16].CCN(C(C)C)C(C)C.[CH2:26](Cl)[O:27][CH3:28], predict the reaction product. The product is: [Br:1][C:2]1[CH:3]=[C:4]2[C:9](=[CH:10][CH:11]=1)[O:8][C:7]([CH2:13][CH2:14][O:15][CH2:26][O:27][CH3:28])([CH3:12])[CH2:6][C:5]2=[O:16]. (3) Given the reactants [F:1][C:2]1[C:11]([N:12]2[CH2:17][CH2:16][NH:15][CH2:14][CH2:13]2)=[CH:10][C:9]2[NH:8][CH:7]=[C:6]3[C:18](=[O:27])[N:19]([C:21]4[CH:26]=[CH:25][CH:24]=[CH:23][CH:22]=4)[N:20]=[C:5]3[C:4]=2[CH:3]=1.[F:28]C1C(F)=CC2C3C(C(=O)N(C4C=CC=CC=4F)N=3)=CNC=2C=1.N1CCNCC1, predict the reaction product. The product is: [F:1][C:2]1[C:11]([N:12]2[CH2:13][CH2:14][NH:15][CH2:16][CH2:17]2)=[CH:10][C:9]2[NH:8][CH:7]=[C:6]3[C:18](=[O:27])[N:19]([C:21]4[CH:26]=[CH:25][CH:24]=[CH:23][C:22]=4[F:28])[N:20]=[C:5]3[C:4]=2[CH:3]=1. (4) Given the reactants C([O:3][C:4](=[O:15])[CH2:5][C@@H:6]([CH2:11][N+:12]([O-:14])=[O:13])[CH2:7][CH:8]([CH3:10])[CH3:9])C.[OH-].[K+:17].Cl.[Cl-].[K+], predict the reaction product. The product is: [K+:17].[CH3:9][CH:8]([CH3:10])[CH2:7][C@H:6]([CH2:11][N+:12]([O-:14])=[O:13])[CH2:5][C:4]([O-:15])=[O:3]. (5) The product is: [CH3:14][C:15]([CH3:18])=[CH:16][CH2:1][CH2:2]/[C:3](/[CH3:5])=[CH:8]/[CH2:9][CH2:14]/[C:15](/[CH3:18])=[CH:16]/[CH2:1][CH2:9]/[CH:8]=[C:3](\[CH3:5])/[CH2:2][CH2:1]/[CH:16]=[C:15](\[CH3:18])/[CH2:14][CH2:9][CH:8]=[C:3]([CH3:5])[CH3:2]. Given the reactants [C:1]([O-])(=O)[CH2:2][C:3]([CH2:8][C:9]([O-])=O)([C:5]([O-])=O)O.[CH2:14](O)[C:15](N)([CH2:18]O)[CH2:16]O.OP([O-])(O)=O.OP([O-])([O-])=O.[Na+].[Na+].[Na+].[Cl-].[Cl-].[K+].[K+], predict the reaction product. (6) The product is: [O:13]=[C:11]([C:10]1[CH:16]=[CH:17][CH:18]=[C:8]([O:7][CH2:6][C:2]2[S:1][CH:5]=[CH:4][CH:3]=2)[CH:9]=1)[CH2:20][C:19]#[N:21]. Given the reactants [S:1]1[CH:5]=[CH:4][CH:3]=[C:2]1[CH2:6][O:7][C:8]1[CH:9]=[C:10]([CH:16]=[CH:17][CH:18]=1)[C:11]([O:13]CC)=O.[C:19](#[N:21])[CH3:20], predict the reaction product. (7) Given the reactants C([C@H]1COC(=O)N1[C:14](=[O:31])[C@H:15]([CH2:28][CH2:29][CH3:30])[CH2:16]/[CH:17]=[CH:18]/[CH2:19][O:20][CH2:21][C:22]1[CH:27]=[CH:26][CH:25]=[CH:24][CH:23]=1)C1C=CC=CC=1.OO.O.[OH-].[Li+].S([O-])([O-])(=[O:39])=S.[Na+].[Na+], predict the reaction product. The product is: [CH2:21]([O:20][CH2:19]/[CH:18]=[CH:17]/[CH2:16][C@@H:15]([CH2:28][CH2:29][CH3:30])[C:14]([OH:31])=[O:39])[C:22]1[CH:23]=[CH:24][CH:25]=[CH:26][CH:27]=1. (8) The product is: [O:15]1[CH2:19][CH2:18][CH:17]([CH2:20][NH:21][C:11]([C:4]2[CH:5]=[C:6]([O:7][CH2:8][CH2:9][CH3:10])[N:2]([CH3:1])[N:3]=2)=[O:13])[CH2:16]1. Given the reactants [CH3:1][N:2]1[C:6]([O:7][CH2:8][CH2:9][CH3:10])=[CH:5][C:4]([C:11]([OH:13])=O)=[N:3]1.Cl.[O:15]1[CH2:19][CH2:18][CH:17]([CH2:20][NH2:21])[CH2:16]1.C(N(CC)CC)C.ON1C2C=CC=CC=2N=N1.Cl.C(N=C=NCCCN(C)C)C, predict the reaction product. (9) Given the reactants [Cl:1][C:2]1[CH:7]=[CH:6][C:5]([C:8]2[NH:13][C:12](=O)[CH:11]=[C:10]([C:15]([F:18])([F:17])[F:16])[CH:9]=2)=[CH:4][CH:3]=1.P(Br)(Br)([Br:21])=O, predict the reaction product. The product is: [Br:21][C:12]1[CH:11]=[C:10]([C:15]([F:18])([F:17])[F:16])[CH:9]=[C:8]([C:5]2[CH:6]=[CH:7][C:2]([Cl:1])=[CH:3][CH:4]=2)[N:13]=1.